This data is from Forward reaction prediction with 1.9M reactions from USPTO patents (1976-2016). The task is: Predict the product of the given reaction. (1) Given the reactants Cl[CH2:2][C:3]([NH:5][C:6]1[CH:7]=[N:8][C:9]([O:12][C:13]2[CH:14]=[C:15]3[C:20](=[CH:21][CH:22]=2)[O:19][CH:18]([C:23]2[CH:28]=[CH:27][CH:26]=[CH:25][CH:24]=2)[CH2:17][CH2:16]3)=[CH:10][CH:11]=1)=[O:4].C(=O)([O-])[O-].[K+].[K+].[CH3:35][CH:36]1[CH2:40][CH2:39][CH:38]([CH3:41])[NH:37]1.O, predict the reaction product. The product is: [CH3:35][CH:36]1[CH2:40][CH2:39][CH:38]([CH3:41])[N:37]1[CH2:2][C:3]([NH:5][C:6]1[CH:7]=[N:8][C:9]([O:12][C:13]2[CH:14]=[C:15]3[C:20](=[CH:21][CH:22]=2)[O:19][CH:18]([C:23]2[CH:28]=[CH:27][CH:26]=[CH:25][CH:24]=2)[CH2:17][CH2:16]3)=[CH:10][CH:11]=1)=[O:4]. (2) Given the reactants [F:1][C:2]1[CH:3]=[C:4]([CH:7]=[C:8]([F:11])[C:9]=1F)[CH:5]=[O:6].[F:12][C:13]1[CH:14]=[C:15]([OH:20])[CH:16]=[C:17]([F:19])[CH:18]=1, predict the reaction product. The product is: [F:12][C:13]1[CH:14]=[C:15]([CH:16]=[C:17]([F:19])[CH:18]=1)[O:20][C:9]1[C:8]([F:11])=[CH:7][C:4]([CH:5]=[O:6])=[CH:3][C:2]=1[F:1]. (3) Given the reactants [Br:1][C:2]1[CH:9]=[CH:8][C:7]([OH:10])=[CH:6][C:3]=1[CH:4]=[O:5].[CH2:11](Br)[CH:12]=[CH2:13].C(=O)([O-])[O-].[K+].[K+], predict the reaction product. The product is: [CH2:13]([O:10][C:7]1[CH:8]=[CH:9][C:2]([Br:1])=[C:3]([CH:6]=1)[CH:4]=[O:5])[CH:12]=[CH2:11]. (4) Given the reactants FC(F)(F)C([NH:5][CH2:6][CH2:7][C:8]1[CH:13]=[CH:12][C:11]([O:14][CH3:15])=[C:10]([S:16]([N:19]2[CH2:24][CH2:23][N:22]([CH3:25])[CH2:21][CH2:20]2)(=[O:18])=[O:17])[CH:9]=1)=O.C([O-])([O-])=O.[K+].[K+].[ClH:34], predict the reaction product. The product is: [ClH:34].[ClH:34].[CH3:15][O:14][C:11]1[CH:12]=[CH:13][C:8]([CH2:7][CH2:6][NH2:5])=[CH:9][C:10]=1[S:16]([N:19]1[CH2:20][CH2:21][N:22]([CH3:25])[CH2:23][CH2:24]1)(=[O:17])=[O:18]. (5) Given the reactants [CH3:1][C:2]1[CH:7]=[CH:6][C:5]([S:8]([O:11][CH2:12][C@@H:13]2[O:18][C:17]3[C:19]([CH:24]=[CH:25][CH3:26])=[C:20]([NH2:23])[CH:21]=[CH:22][C:16]=3[O:15][CH2:14]2)(=[O:10])=[O:9])=[CH:4][CH:3]=1.Cl[C:28]([O:30][CH2:31][C:32]1[CH:37]=[CH:36][CH:35]=[CH:34][CH:33]=1)=[O:29].C(N(CC)C(C)C)(C)C, predict the reaction product. The product is: [CH3:1][C:2]1[CH:7]=[CH:6][C:5]([S:8]([O:11][CH2:12][CH:13]2[O:18][C:17]3[C:19]([CH:24]=[CH:25][CH3:26])=[C:20]([NH:23][C:28]([O:30][CH2:31][C:32]4[CH:37]=[CH:36][CH:35]=[CH:34][CH:33]=4)=[O:29])[CH:21]=[CH:22][C:16]=3[O:15][CH2:14]2)(=[O:10])=[O:9])=[CH:4][CH:3]=1. (6) Given the reactants [O:1]1[C:5]2[CH:6]=[CH:7][C:8]([NH2:10])=[CH:9][C:4]=2[O:3][CH2:2]1.C(=O)([O-])[O-].[K+].[K+].[CH3:17][CH2:18][O:19][C:20]([CH2:22]Br)=[O:21], predict the reaction product. The product is: [CH2:18]([O:19][C:20](=[O:21])[CH2:22][NH:10][C:8]1[CH:7]=[CH:6][C:5]2[O:1][CH2:2][O:3][C:4]=2[CH:9]=1)[CH3:17]. (7) The product is: [CH3:1][O:2][CH2:3][C:4]1[S:5][CH:6]=[C:7]([CH:9]=[O:10])[N:8]=1. Given the reactants [CH3:1][O:2][CH2:3][C:4]1[S:5][CH:6]=[C:7]([C:9](OCC)=[O:10])[N:8]=1.CC(C[AlH]CC(C)C)C.C(O)(=O)C.C(C(C(C([O-])=O)O)O)([O-])=O.[K+].[Na+], predict the reaction product. (8) Given the reactants [OH:1][CH2:2][CH2:3][CH2:4][C:5]1([C:26]#[N:27])[CH2:12][C:11]2[C:6]1=[CH:7][C:8]([O:24][CH3:25])=[C:9]([O:13][Si:14]([CH:21]([CH3:23])[CH3:22])([CH:18]([CH3:20])[CH3:19])[CH:15]([CH3:17])[CH3:16])[CH:10]=2.CS(C)=O.CCN(CC)CC, predict the reaction product. The product is: [CH:21]([Si:14]([CH:15]([CH3:17])[CH3:16])([CH:18]([CH3:20])[CH3:19])[O:13][C:9]1[CH:10]=[C:11]2[C:6](=[CH:7][C:8]=1[O:24][CH3:25])[C:5]([CH2:4][CH2:3][CH:2]=[O:1])([C:26]#[N:27])[CH2:12]2)([CH3:22])[CH3:23].